From a dataset of Catalyst prediction with 721,799 reactions and 888 catalyst types from USPTO. Predict which catalyst facilitates the given reaction. (1) Reactant: [CH:1]([O:4][C:5](=[O:24])[NH:6][C:7]1[CH:12]=[CH:11][C:10]([C:13]2[NH:14][C:15]3[C:20]([CH:21]=2)=[CH:19][CH:18]=[C:17]([O:22][CH3:23])[CH:16]=3)=[CH:9][CH:8]=1)([CH3:3])[CH3:2].[Cl:25]N1C(=O)CCC1=O. Product: [CH:1]([O:4][C:5](=[O:24])[NH:6][C:7]1[CH:8]=[CH:9][C:10]([C:13]2[NH:14][C:15]3[C:20]([C:21]=2[Cl:25])=[CH:19][CH:18]=[C:17]([O:22][CH3:23])[CH:16]=3)=[CH:11][CH:12]=1)([CH3:3])[CH3:2]. The catalyst class is: 18. (2) Reactant: [C:1]([O:4][C:5]1[C:6](=[O:16])[O:7][C:8]([CH2:11][O:12][C:13](=[O:15])[CH3:14])=[CH:9][CH:10]=1)(=[O:3])[CH3:2].C(Cl)(Cl)Cl. Product: [C:1]([O:4][CH:5]1[C:6](=[O:16])[O:7][CH:8]([CH2:11][O:12][C:13](=[O:15])[CH3:14])[CH2:9][CH2:10]1)(=[O:3])[CH3:2]. The catalyst class is: 78.